This data is from Reaction yield outcomes from USPTO patents with 853,638 reactions. The task is: Predict the reaction yield, written as a fraction of the theoretical maximum amount of product (1.0 means a 100% yield; for example, 0.34 means a 34% yield). (1) The reactants are [CH2:1]([CH:4]1[CH2:8][N:7]([CH2:9][C:10]2[C:18]3[C:13](=[N:14][CH:15]=[CH:16][CH:17]=3)[NH:12][CH:11]=2)[C:6](=[O:19])[CH2:5]1)[CH2:2][CH3:3].ClC1C=C(C=CC=1)C(OO)=[O:25].CCCCCC. The catalyst is COCCOC. The product is [O-:25][N+:14]1[CH:15]=[CH:16][CH:17]=[C:18]2[C:10]([CH2:9][N:7]3[CH2:8][CH:4]([CH2:1][CH2:2][CH3:3])[CH2:5][C:6]3=[O:19])=[CH:11][NH:12][C:13]=12. The yield is 0.470. (2) The catalyst is C(Cl)Cl.O1CCOCC1. The product is [O:30]([C:27]1[CH:28]=[CH:29][C:24]([O:23][C:17]2[N:16]=[CH:15][C:14]([NH:13][CH:10]3[CH2:11][CH2:12][NH:8][CH2:9]3)=[CH:19][C:18]=2[C:20]([NH2:21])=[O:22])=[CH:25][CH:26]=1)[C:31]1[CH:32]=[CH:33][CH:34]=[CH:35][CH:36]=1. The yield is 0.689. The reactants are C(OC([N:8]1[CH2:12][CH2:11][CH:10]([NH:13][C:14]2[CH:15]=[N:16][C:17]([O:23][C:24]3[CH:29]=[CH:28][C:27]([O:30][C:31]4[CH:36]=[CH:35][CH:34]=[CH:33][CH:32]=4)=[CH:26][CH:25]=3)=[C:18]([C:20](=[O:22])[NH2:21])[CH:19]=2)[CH2:9]1)=O)(C)(C)C.Cl. (3) The reactants are [CH2:1]([N:8]1[CH2:13][CH2:12][CH:11]([O:14][C:15]2[CH:20]=[CH:19][C:18]([N+:21]([O-:23])=[O:22])=[CH:17][CH:16]=2)[CH2:10][CH2:9]1)[C:2]1[CH:7]=[CH:6][CH:5]=[CH:4][CH:3]=1.Cl[CH2:25][S:26]([C:29]1[C:38]2[C:33](=[CH:34][CH:35]=[CH:36][CH:37]=2)[CH:32]=[CH:31][CH:30]=1)(=[O:28])=[O:27].CC(C)([O-])C.[K+].O. The catalyst is C1COCC1. The product is [CH2:1]([N:8]1[CH2:13][CH2:12][CH:11]([O:14][C:15]2[CH:16]=[CH:17][C:18]([N+:21]([O-:23])=[O:22])=[C:19]([CH2:25][S:26]([C:29]3[C:38]4[C:33](=[CH:34][CH:35]=[CH:36][CH:37]=4)[CH:32]=[CH:31][CH:30]=3)(=[O:27])=[O:28])[CH:20]=2)[CH2:10][CH2:9]1)[C:2]1[CH:7]=[CH:6][CH:5]=[CH:4][CH:3]=1. The yield is 0.476. (4) The catalyst is C(#N)C. The product is [Br:14][C:15]1[CH:23]=[CH:22][CH:21]=[CH:20][C:16]=1[C:17]([NH:11][C:6]1[CH:7]=[CH:8][CH:9]=[CH:10][C:5]=1[CH2:4][CH2:3][Si:2]([CH3:12])([CH3:1])[CH3:13])=[O:18]. The reactants are [CH3:1][Si:2]([CH3:13])([CH3:12])[CH2:3][CH2:4][C:5]1[CH:10]=[CH:9][CH:8]=[CH:7][C:6]=1[NH2:11].[Br:14][C:15]1[CH:23]=[CH:22][CH:21]=[CH:20][C:16]=1[C:17](Cl)=[O:18].C(=O)([O-])[O-].[K+].[K+].O. The yield is 0.540. (5) The reactants are [Br:1][C:2]1[N:7]=[C:6]([CH2:8]O)[CH:5]=[CH:4][CH:3]=1.[CH2:10]([N:12](CC)CC)C.CS(Cl)(=O)=O.[C-]#N.[K+].C1OCCOCCOCCOCCOCCOC1. The catalyst is CN(C)C=O.O. The product is [Br:1][C:2]1[N:7]=[C:6]([CH2:8][C:10]#[N:12])[CH:5]=[CH:4][CH:3]=1. The yield is 0.590. (6) The reactants are [F:1][C:2]1[CH:7]=[C:6]([CH3:8])[C:5]([N+:9]([O-:11])=[O:10])=[CH:4][C:3]=1[N+:12]([O-:14])=[O:13].C[C:16]([N:18]([CH3:20])[CH3:19])=O.CN(C=O)C. The catalyst is O. The product is [F:1][C:2]1[C:3]([N+:12]([O-:14])=[O:13])=[CH:4][C:5]([N+:9]([O-:11])=[O:10])=[C:6](/[CH:8]=[CH:16]/[N:18]([CH3:20])[CH3:19])[CH:7]=1. The yield is 0.630. (7) The reactants are [CH3:1][O:2][C:3](=[O:27])[CH2:4][C:5]1[CH:10]=[CH:9][C:8]([C:11]#[C:12][C:13]2[CH:22]=[C:21]([OH:23])[C:20]3[C:19](=[O:24])[CH2:18][CH2:17][C:16]([CH3:26])([CH3:25])[C:15]=3[CH:14]=2)=[CH:7][CH:6]=1.C1C=CC(N([S:35]([C:38]([F:41])([F:40])[F:39])(=[O:37])=[O:36])[S:35]([C:38]([F:41])([F:40])[F:39])(=[O:37])=[O:36])=CC=1.C(OCC)(=O)C. The yield is 0.910. The product is [CH3:1][O:2][C:3](=[O:27])[CH2:4][C:5]1[CH:10]=[CH:9][C:8]([C:11]#[C:12][C:13]2[CH:22]=[C:21]([O:23][S:35]([C:38]([F:41])([F:40])[F:39])(=[O:37])=[O:36])[C:20]3[C:19](=[O:24])[CH2:18][CH2:17][C:16]([CH3:25])([CH3:26])[C:15]=3[CH:14]=2)=[CH:7][CH:6]=1. The catalyst is ClCCl.CN(C)C1C=CN=CC=1.CCCCCC. (8) The reactants are [NH2:1][CH2:2][C:3]1[NH:7][C:6]2[CH:8]=[CH:9][CH:10]=[C:11]([N:12]3[CH2:17][CH2:16][N:15]([C:18]([O:20][C:21]([CH3:24])([CH3:23])[CH3:22])=[O:19])[CH2:14][CH2:13]3)[C:5]=2[N:4]=1.[O:25]1[C:34]2[C:29](=[N:30][CH:31]=[CH:32][CH:33]=2)[C:28](=O)[CH2:27][CH2:26]1.[C:36](O)(=O)C.C(O[BH-](OC(=O)C)OC(=O)C)(=O)C.[Na+]. The catalyst is ClCCCl.ClCCl. The product is [O:25]1[C:34]2[C:29](=[N:30][CH:31]=[CH:32][CH:33]=2)[CH:28]([NH:1][CH2:2][C:3]2[N:4]([CH3:36])[C:5]3[C:11]([N:12]4[CH2:17][CH2:16][N:15]([C:18]([O:20][C:21]([CH3:24])([CH3:23])[CH3:22])=[O:19])[CH2:14][CH2:13]4)=[CH:10][CH:9]=[CH:8][C:6]=3[N:7]=2)[CH2:27][CH2:26]1. The yield is 0.980. (9) The reactants are [CH2:1]([NH:3][C:4]1[C:9]([N+:10]([O-])=O)=[CH:8][N:7]=[CH:6][C:5]=1[Br:13])[CH3:2]. The catalyst is C(O)(=O)C.CCOC(C)=O.C(Cl)Cl.[Fe]. The product is [Br:13][C:5]1[C:4]([NH:3][CH2:1][CH3:2])=[C:9]([NH2:10])[CH:8]=[N:7][CH:6]=1. The yield is 0.927. (10) The reactants are [F:1][CH:2]([F:29])[C:3]1[CH:4]=[CH:5][C:6]([C:9]([F:28])([F:27])[CH2:10][N:11]2[CH2:16][CH2:15][CH:14]([NH:17][C:18]3[C:19]4[CH:26]=[CH:25][NH:24][C:20]=4[N:21]=[CH:22][N:23]=3)[CH2:13][CH2:12]2)=[N:7][CH:8]=1.CO.[ClH:32]. The catalyst is CO. The product is [ClH:32].[F:29][CH:2]([F:1])[C:3]1[CH:4]=[CH:5][C:6]([C:9]([F:28])([F:27])[CH2:10][N:11]2[CH2:12][CH2:13][CH:14]([NH:17][C:18]3[C:19]4[CH:26]=[CH:25][NH:24][C:20]=4[N:21]=[CH:22][N:23]=3)[CH2:15][CH2:16]2)=[N:7][CH:8]=1. The yield is 0.990.